Dataset: NCI-60 drug combinations with 297,098 pairs across 59 cell lines. Task: Regression. Given two drug SMILES strings and cell line genomic features, predict the synergy score measuring deviation from expected non-interaction effect. Drug 1: C1CN1P(=S)(N2CC2)N3CC3. Drug 2: CC1=C(N=C(N=C1N)C(CC(=O)N)NCC(C(=O)N)N)C(=O)NC(C(C2=CN=CN2)OC3C(C(C(C(O3)CO)O)O)OC4C(C(C(C(O4)CO)O)OC(=O)N)O)C(=O)NC(C)C(C(C)C(=O)NC(C(C)O)C(=O)NCCC5=NC(=CS5)C6=NC(=CS6)C(=O)NCCC[S+](C)C)O. Cell line: SR. Synergy scores: CSS=86.7, Synergy_ZIP=-0.622, Synergy_Bliss=-0.624, Synergy_Loewe=1.34, Synergy_HSA=2.67.